Dataset: Peptide-MHC class I binding affinity with 185,985 pairs from IEDB/IMGT. Task: Regression. Given a peptide amino acid sequence and an MHC pseudo amino acid sequence, predict their binding affinity value. This is MHC class I binding data. (1) The binding affinity (normalized) is 0.631. The peptide sequence is FMQEIPTFL. The MHC is HLA-C08:02 with pseudo-sequence HLA-C08:02. (2) The peptide sequence is VSDLYTSM. The MHC is H-2-Kb with pseudo-sequence H-2-Kb. The binding affinity (normalized) is 0.726. (3) The peptide sequence is FAPQNGQFI. The MHC is H-2-Kb with pseudo-sequence H-2-Kb. The binding affinity (normalized) is 0.0352. (4) The peptide sequence is TQMINFFAL. The MHC is H-2-Kb with pseudo-sequence H-2-Kb. The binding affinity (normalized) is 0.646. (5) The peptide sequence is FAAPHRGVA. The MHC is HLA-B39:01 with pseudo-sequence HLA-B39:01. The binding affinity (normalized) is 0.0847.